This data is from Forward reaction prediction with 1.9M reactions from USPTO patents (1976-2016). The task is: Predict the product of the given reaction. (1) Given the reactants Br[CH2:2][C:3]1[C:8]([CH2:9]Br)=[CH:7][N:6]=[C:5]([C:11]#[N:12])[CH:4]=1.[CH3:13][Si:14]([CH3:30])([CH3:29])[CH2:15][CH2:16][O:17][CH2:18][N:19]1[C:23]2=[N:24][CH:25]=[CH:26][CH:27]=[C:22]2[CH2:21][C:20]1=[O:28].C(=O)([O-])[O-].[Cs+].[Cs+].C(O)(=O)C, predict the reaction product. The product is: [O:28]=[C:20]1[N:19]([CH2:18][O:17][CH2:16][CH2:15][Si:14]([CH3:30])([CH3:29])[CH3:13])[C:23]2=[N:24][CH:25]=[CH:26][CH:27]=[C:22]2[C:21]21[CH2:9][C:8]1[CH:7]=[N:6][C:5]([C:11]#[N:12])=[CH:4][C:3]=1[CH2:2]2. (2) Given the reactants [O:1]1[CH:5]=[CH:4][C:3]([C:6]([Cl:8])=[O:7])=[N:2]1.[NH2:9][C:10]1[C:19]2[C:14](=[CH:15][C:16]([O:22][CH3:23])=[C:17]([O:20][CH3:21])[CH:18]=2)[N:13]=[C:12]([N:24]2[CH2:29][CH2:28][NH:27][CH2:26][CH2:25]2)[N:11]=1, predict the reaction product. The product is: [ClH:8].[NH2:9][C:10]1[C:19]2[C:14](=[CH:15][C:16]([O:22][CH3:23])=[C:17]([O:20][CH3:21])[CH:18]=2)[N:13]=[C:12]([N:24]2[CH2:29][CH2:28][N:27]([C:6]([C:3]3[CH:4]=[CH:5][O:1][N:2]=3)=[O:7])[CH2:26][CH2:25]2)[N:11]=1.